Predict the product of the given reaction. From a dataset of Forward reaction prediction with 1.9M reactions from USPTO patents (1976-2016). (1) Given the reactants [NH2:1][C:2]1[C:3]([CH3:28])=[N:4][C:5]([O:9][CH2:10][C:11]([N:13]([CH:15]2[CH2:20][CH2:19][N:18]([CH2:21][C:22]3[CH:27]=[CH:26][CH:25]=[CH:24][CH:23]=3)[CH2:17][CH2:16]2)[CH3:14])=[O:12])=[N:6][C:7]=1[CH3:8].[CH3:29][S:30]([OH:33])(=[O:32])=[O:31], predict the reaction product. The product is: [CH3:29][S:30]([OH:33])(=[O:32])=[O:31].[NH2:1][C:2]1[C:7]([CH3:8])=[N:6][C:5]([O:9][CH2:10][C:11]([N:13]([CH:15]2[CH2:20][CH2:19][N:18]([CH2:21][C:22]3[CH:23]=[CH:24][CH:25]=[CH:26][CH:27]=3)[CH2:17][CH2:16]2)[CH3:14])=[O:12])=[N:4][C:3]=1[CH3:28]. (2) Given the reactants [CH3:1][O:2][C:3](=[O:34])[N:4]=[C:5]([S:32][CH3:33])[C:6]([C:20]1[CH:21]=[C:22]([O:30][CH3:31])[C:23]2OCOC[C:24]=2[CH:29]=1)=[N:7][C:8]1[CH:13]=[CH:12][C:11]([C:14]2[N:18]=[C:17]([CH3:19])[O:16][N:15]=2)=[CH:10][CH:9]=1.[CH3:35][O:36]C1C=C(C=C(OC)C=1)C=O, predict the reaction product. The product is: [CH3:1][O:2][C:3](=[O:34])[N:4]=[C:5]([S:32][CH3:33])[C:6]([C:20]1[CH:29]=[C:24]([O:36][CH3:35])[CH:23]=[C:22]([O:30][CH3:31])[CH:21]=1)=[N:7][C:8]1[CH:13]=[CH:12][C:11]([C:14]2[N:18]=[C:17]([CH3:19])[O:16][N:15]=2)=[CH:10][CH:9]=1. (3) Given the reactants Cl[C:2]1[N:7]=[CH:6][C:5]([C:8]2[C:16]3[C:11](=[CH:12][C:13]([F:17])=[CH:14][CH:15]=3)[N:10]([S:18]([C:21]3[CH:26]=[CH:25][CH:24]=[CH:23][CH:22]=3)(=[O:20])=[O:19])[CH:9]=2)=[CH:4][CH:3]=1.[CH3:27][N:28]([CH3:32])[CH2:29][CH2:30][NH2:31], predict the reaction product. The product is: [F:17][C:13]1[CH:12]=[C:11]2[C:16]([C:8]([C:5]3[CH:4]=[CH:3][C:2]([NH:31][CH2:30][CH2:29][N:28]([CH3:32])[CH3:27])=[N:7][CH:6]=3)=[CH:9][N:10]2[S:18]([C:21]2[CH:26]=[CH:25][CH:24]=[CH:23][CH:22]=2)(=[O:20])=[O:19])=[CH:15][CH:14]=1. (4) Given the reactants [CH3:1][O:2][C:3]1[CH:8]=[CH:7][C:6]([N+:9]([O-:11])=[O:10])=[CH:5][C:4]=1[OH:12].Br[CH:14]1[CH2:18][CH2:17][CH2:16][CH2:15]1.C([O-])([O-])=O.[K+].[K+], predict the reaction product. The product is: [CH:14]1([O:12][C:4]2[CH:5]=[C:6]([N+:9]([O-:11])=[O:10])[CH:7]=[CH:8][C:3]=2[O:2][CH3:1])[CH2:18][CH2:17][CH2:16][CH2:15]1. (5) Given the reactants [OH:1][CH:2]([C:4]1[C:5]([C:25]([F:28])([F:27])[F:26])=[N:6][N:7]([CH2:9][C:10]([NH:12][C:13]2[S:17][C:16]3[CH2:18][CH2:19][CH2:20][CH2:21][C:15]=3[C:14]=2[C:22]([NH2:24])=[O:23])=[O:11])[CH:8]=1)[CH3:3].CC(OI1(OC(C)=O)(OC(C)=O)OC(=O)C2C=CC=CC1=2)=O.O.O.O.O.O.S([O-])([O-])(=O)=S.[Na+].[Na+].C(=O)(O)[O-].[Na+], predict the reaction product. The product is: [C:2]([C:4]1[C:5]([C:25]([F:26])([F:28])[F:27])=[N:6][N:7]([CH2:9][C:10]([NH:12][C:13]2[S:17][C:16]3[CH2:18][CH2:19][CH2:20][CH2:21][C:15]=3[C:14]=2[C:22]([NH2:24])=[O:23])=[O:11])[CH:8]=1)(=[O:1])[CH3:3]. (6) The product is: [Cl:34][C:29]1[CH:28]=[C:27]([CH2:26][N:14]([CH2:13][C:10]2[CH:11]=[CH:12][C:7]([NH:6][C:5]([C:3]([OH:4])=[O:2])=[O:39])=[C:8]([CH:9]=2)[C:35]([OH:37])=[O:36])[S:15]([C:18]2[CH:23]=[CH:22][CH:21]=[CH:20][C:19]=2[O:24][CH3:25])(=[O:17])=[O:16])[CH:32]=[CH:31][C:30]=1[Cl:33]. Given the reactants C[O:2][C:3]([C:5](=[O:39])[NH:6][C:7]1[CH:12]=[CH:11][C:10]([CH2:13][N:14]([CH2:26][C:27]2[CH:32]=[CH:31][C:30]([Cl:33])=[C:29]([Cl:34])[CH:28]=2)[S:15]([C:18]2[CH:23]=[CH:22][CH:21]=[CH:20][C:19]=2[O:24][CH3:25])(=[O:17])=[O:16])=[CH:9][C:8]=1[C:35]([O:37]C)=[O:36])=[O:4].[Li+].[OH-], predict the reaction product.